This data is from Reaction yield outcomes from USPTO patents with 853,638 reactions. The task is: Predict the reaction yield, written as a fraction of the theoretical maximum amount of product (1.0 means a 100% yield; for example, 0.34 means a 34% yield). (1) The reactants are C([O:3][C:4]([C:6]1[C:10]([CH3:11])=[C:9]([CH:12]=[O:13])[NH:8][C:7]=1[CH3:14])=[O:5])C.[OH-].[K+].O. The catalyst is CO. The product is [CH:12]([C:9]1[NH:8][C:7]([CH3:14])=[C:6]([C:4]([OH:5])=[O:3])[C:10]=1[CH3:11])=[O:13]. The yield is 0.935. (2) The reactants are C([O:8][C:9]1[CH:14]=[CH:13][C:12]([CH2:15][CH2:16][S:17]([CH3:20])(=[O:19])=[O:18])=[CH:11][C:10]=1[F:21])C1C=CC=CC=1. The catalyst is CO.[Pd]. The product is [F:21][C:10]1[CH:11]=[C:12]([CH2:15][CH2:16][S:17]([CH3:20])(=[O:18])=[O:19])[CH:13]=[CH:14][C:9]=1[OH:8]. The yield is 0.924. (3) The reactants are [Cl:1][C:2]1[N:3]=[N:4][C:5]([Cl:9])=[CH:6][C:7]=1Cl.C(=O)([O-])[O-].[Na+].[Na+].CN(C)C(=O)C.[NH:22]1[CH2:27][CH2:26][CH:25]([CH2:28][CH2:29][OH:30])[CH2:24][CH2:23]1. The catalyst is O. The product is [Cl:1][C:2]1[N:3]=[N:4][C:5]([Cl:9])=[CH:6][C:7]=1[N:22]1[CH2:27][CH2:26][CH:25]([CH2:28][CH2:29][OH:30])[CH2:24][CH2:23]1. The yield is 0.436. (4) The reactants are [Br:1][C:2]1[CH:3]=[C:4]2[C:8](=[N:9][CH:10]=1)[NH:7][CH:6]=[CH:5]2.[F:11][C:12]1[C:17]([CH:18]=[O:19])=[CH:16][CH:15]=[CH:14][C:13]=1[NH:20][S:21]([CH2:24][CH2:25][CH3:26])(=[O:23])=[O:22].[OH-].[K+].O. The catalyst is CO. The product is [Br:1][C:2]1[CH:3]=[C:4]2[C:5]([CH:18]([OH:19])[C:17]3[C:12]([F:11])=[C:13]([NH:20][S:21]([CH2:24][CH2:25][CH3:26])(=[O:23])=[O:22])[CH:14]=[CH:15][CH:16]=3)=[CH:6][NH:7][C:8]2=[N:9][CH:10]=1. The yield is 0.450. (5) The reactants are C([C@](C(O)=O)(O)[C@](C(=O)C1C=CC=CC=1)(O)C(O)=O)(=O)C1C=CC=CC=1.[Br:27][C:28]1[CH:29]=[C:30]([CH:37]([NH:40][C:41]([CH3:44])([CH3:43])[CH3:42])[CH2:38][OH:39])[CH:31]=[C:32]([C:35]#[N:36])[C:33]=1[NH2:34].[OH-].[Na+]. The catalyst is O. The product is [Br:27][C:28]1[CH:29]=[C:30]([CH:37]([NH:40][C:41]([CH3:44])([CH3:43])[CH3:42])[CH2:38][OH:39])[CH:31]=[C:32]([C:35]#[N:36])[C:33]=1[NH2:34]. The yield is 0.778. (6) The reactants are Br[C:2]1[C:7]([C:8]([F:11])([F:10])[F:9])=[CH:6][CH:5]=[CH:4][C:3]=1[F:12].[NH2:13][C:14]1[CH:19]=[CH:18][C:17](B2OC(C)(C)C(C)(C)O2)=[CH:16][C:15]=1[N+:29]([O-:31])=[O:30]. No catalyst specified. The product is [F:12][C:3]1[CH:4]=[CH:5][CH:6]=[C:7]([C:8]([F:11])([F:10])[F:9])[C:2]=1[C:17]1[CH:18]=[CH:19][C:14]([NH2:13])=[C:15]([N+:29]([O-:31])=[O:30])[CH:16]=1. The yield is 0.890. (7) The reactants are [CH3:1][O:2][C:3]([C:5]#[C:6][C:7]([O:9][CH3:10])=[O:8])=[O:4].[CH3:11][NH:12][NH2:13]. The catalyst is C(OCC)C. The product is [CH3:1][O:2][C:3](=[O:4])/[C:5](/[N:12]([CH3:11])[NH2:13])=[CH:6]\[C:7]([O:9][CH3:10])=[O:8]. The yield is 0.720. (8) The reactants are Br[C:2]1[C:10]2[C:9]([NH:11][C@H:12]([C:14]3[N:19]([C:20]4[CH:25]=[CH:24][CH:23]=[CH:22][CH:21]=4)[C:18](=[O:26])[C:17]4=[C:27]([CH3:30])[CH:28]=[CH:29][N:16]4[N:15]=3)[CH3:13])=[N:8][CH:7]=[N:6][C:5]=2[N:4]([CH2:31][O:32][CH2:33][CH2:34][Si:35]([CH3:38])([CH3:37])[CH3:36])[CH:3]=1.[OH:39][C:40]1[CH:41]=[C:42]([NH:55][S:56]([CH3:59])(=[O:58])=[O:57])[CH:43]=[C:44](B2OC(C)(C)C(C)(C)O2)[CH:45]=1.C(=O)([O-])[O-].[Na+].[Na+]. The catalyst is COCCOC.O. The product is [OH:39][C:40]1[CH:41]=[C:42]([NH:55][S:56]([CH3:59])(=[O:58])=[O:57])[CH:43]=[C:44]([C:2]2[C:10]3[C:9]([NH:11][C@H:12]([C:14]4[N:19]([C:20]5[CH:25]=[CH:24][CH:23]=[CH:22][CH:21]=5)[C:18](=[O:26])[C:17]5=[C:27]([CH3:30])[CH:28]=[CH:29][N:16]5[N:15]=4)[CH3:13])=[N:8][CH:7]=[N:6][C:5]=3[N:4]([CH2:31][O:32][CH2:33][CH2:34][Si:35]([CH3:38])([CH3:37])[CH3:36])[CH:3]=2)[CH:45]=1. The yield is 0.370. (9) The reactants are [CH3:1][O:2][C:3]1[CH:4]=[C:5]2[C:10](=[CH:11][C:12]=1[O:13][CH3:14])[N:9]=[CH:8][N:7]=[C:6]2[O:15][C:16]1[CH:22]=[CH:21][C:19]([NH2:20])=[C:18]([F:23])[CH:17]=1.ClC(Cl)(O[C:28](=[O:34])OC(Cl)(Cl)Cl)Cl.Cl.[CH2:37]([NH2:40])[CH:38]=[CH2:39].CO. The catalyst is C(Cl)(Cl)Cl.C(N(CC)CC)C. The product is [CH2:37]([NH:40][C:28]([NH:20][C:19]1[CH:21]=[CH:22][C:16]([O:15][C:6]2[C:5]3[C:10](=[CH:11][C:12]([O:13][CH3:14])=[C:3]([O:2][CH3:1])[CH:4]=3)[N:9]=[CH:8][N:7]=2)=[CH:17][C:18]=1[F:23])=[O:34])[CH:38]=[CH2:39]. The yield is 0.280.